From a dataset of Catalyst prediction with 721,799 reactions and 888 catalyst types from USPTO. Predict which catalyst facilitates the given reaction. (1) Reactant: [Br:1][C:2]1[C:3](F)=[C:4]2[C:10]([NH:11][C:12](=[O:17])[C@H:13]([O:15][CH3:16])[CH3:14])=[CH:9][NH:8][C:5]2=[N:6][CH:7]=1.[NH:19]1[CH2:23][CH2:22][C@@H:21]([NH:24][C:25](=[O:31])[O:26][C:27]([CH3:30])([CH3:29])[CH3:28])[CH2:20]1.CC(N(C)C)=O. Product: [Br:1][C:2]1[C:3]([N:19]2[CH2:23][CH2:22][C@@H:21]([NH:24][C:25](=[O:31])[O:26][C:27]([CH3:29])([CH3:28])[CH3:30])[CH2:20]2)=[C:4]2[C:10]([NH:11][C:12](=[O:17])[C@H:13]([O:15][CH3:16])[CH3:14])=[CH:9][NH:8][C:5]2=[N:6][CH:7]=1. The catalyst class is: 114. (2) Reactant: [F:1][CH:2]([F:12])[C:3]1[C:7]([C:8](Cl)=[O:9])=[CH:6][N:5]([CH3:11])[N:4]=1.[S:13]1[CH:17]=[C:16]([CH2:18][NH:19][CH:20]2[CH2:22][CH2:21]2)[N:15]=[CH:14]1.C(N(CC)CC)C.CCCCC.C(OCC)(=O)C. Product: [CH:20]1([N:19]([CH2:18][C:16]2[N:15]=[CH:14][S:13][CH:17]=2)[C:8]([C:7]2[C:3]([CH:2]([F:12])[F:1])=[N:4][N:5]([CH3:11])[CH:6]=2)=[O:9])[CH2:22][CH2:21]1. The catalyst class is: 7. (3) Reactant: [F:1][C:2]1[CH:7]=[CH:6][C:5]([CH3:8])=[CH:4][C:3]=1[CH2:9][CH2:10][O:11][C:12]1[CH:13]=[C:14]([CH:28]=[CH:29][C:30]=1[O:31][CH3:32])[C:15](NC1(C(O)=O)CCCCCC1)=[O:16].[OH-:33].[Li+]. Product: [F:1][C:2]1[CH:7]=[CH:6][C:5]([CH3:8])=[CH:4][C:3]=1[CH2:9][CH2:10][O:11][C:12]1[CH:13]=[C:14]([CH:28]=[CH:29][C:30]=1[O:31][CH3:32])[C:15]([OH:16])=[O:33]. The catalyst class is: 12.